This data is from Full USPTO retrosynthesis dataset with 1.9M reactions from patents (1976-2016). The task is: Predict the reactants needed to synthesize the given product. (1) The reactants are: [CH3:1][C:2]1[CH:3]=[C:4]([N:11]=[C:12]=[S:13])[CH:5]=[CH:6][C:7]=1[N+:8]([O-:10])=[O:9].[NH2:14][CH:15]([CH:17]1[CH2:22][CH2:21][CH2:20][CH2:19][CH2:18]1)[CH3:16].Cl[CH2:24][C:25](O)=[O:26]. Given the product [CH3:1][C:2]1[CH:3]=[C:4]([N:11]=[C:12]2[N:14]([CH:15]([CH:17]3[CH2:22][CH2:21][CH2:20][CH2:19][CH2:18]3)[CH3:16])[C:25](=[O:26])[CH2:24][S:13]2)[CH:5]=[CH:6][C:7]=1[N+:8]([O-:10])=[O:9], predict the reactants needed to synthesize it. (2) Given the product [Cl:8][C:9]1[CH:10]=[CH:11][C:12]([CH:15]2[CH:19]([C:20]3[CH:21]=[CH:22][C:23]([Cl:26])=[CH:24][CH:25]=3)[N:18]([C:3]([N:5]3[CH2:6][CH2:44][N:43]([CH2:46][C:51]([NH:50][CH3:49])=[O:52])[CH2:40][CH2:7]3)=[O:4])[C:17]([C:27]3[CH:32]=[CH:31][C:30]([C:33]([F:34])([F:35])[F:36])=[CH:29][C:28]=3[O:37][CH2:38][CH3:39])=[N:16]2)=[CH:13][CH:14]=1, predict the reactants needed to synthesize it. The reactants are: ClC[C:3]([N:5]([CH3:7])[CH3:6])=[O:4].[Cl:8][C:9]1[CH:14]=[CH:13][C:12]([CH:15]2[CH:19]([C:20]3[CH:25]=[CH:24][C:23]([Cl:26])=[CH:22][CH:21]=3)[NH:18][C:17]([C:27]3[CH:32]=[CH:31][C:30]([C:33]([F:36])([F:35])[F:34])=[CH:29][C:28]=3[O:37][CH2:38][CH3:39])=[N:16]2)=[CH:11][CH:10]=1.[CH:40]([N:43]([CH:46](C)C)[CH2:44]C)(C)C.[CH3:49][N:50](C)[CH:51]=[O:52]. (3) Given the product [CH:36]([C:33]1([C:28]2([CH3:27])[O:29][CH2:30][CH2:31][O:32]2)[CH2:34][CH2:35]1)=[CH:2][CH2:3][CH2:4][CH2:5][CH2:6][CH3:7], predict the reactants needed to synthesize it. The reactants are: [Br-].[CH2:2]([P+](C1C=CC=CC=1)(C1C=CC=CC=1)C1C=CC=CC=1)[CH2:3][CH2:4][CH2:5][CH2:6][CH3:7].[CH3:27][C:28]1([C:33]2([CH:36]=O)[CH2:35][CH2:34]2)[O:32][CH2:31][CH2:30][O:29]1. (4) Given the product [CH2:1]([N:20]([CH2:1][C:2]1[CH:7]=[CH:6][CH:5]=[CH:4][CH:3]=1)[CH2:19][CH2:18][N:15]1[CH2:16][CH2:17][N:12]([CH2:1][C:2]2[CH:7]=[CH:6][CH:5]=[CH:4][CH:3]=2)[CH2:11][CH2:10][N:9]([CH2:1][C:2]2[CH:7]=[CH:6][CH:5]=[CH:4][CH:3]=2)[CH2:13][CH2:14]1)[C:2]1[CH:7]=[CH:6][CH:5]=[CH:4][CH:3]=1, predict the reactants needed to synthesize it. The reactants are: [CH2:1](Br)[C:2]1[CH:7]=[CH:6][CH:5]=[CH:4][CH:3]=1.[NH:9]1[CH:13]2[CH2:14][N:15]([CH2:18][CH2:19][NH2:20])[CH2:16][CH2:17][N:12]2[CH2:11][CH2:10]1.C(=O)([O-])[O-].[K+].[K+].[BH4-].[Na+]. (5) Given the product [C:16]([O:19][C:20]([N:4]1[CH2:5][CH2:6][CH2:7][C@@:3]1([CH3:2])[C:8]([OH:10])=[O:9])=[O:21])([CH3:18])([CH3:17])[CH3:15], predict the reactants needed to synthesize it. The reactants are: Cl.[CH3:2][C@@:3]1([C:8]([OH:10])=[O:9])[CH2:7][CH2:6][CH2:5][NH:4]1.CC#N.O.[CH3:15][C:16]([O:19][C:20](O[C:20]([O:19][C:16]([CH3:18])([CH3:17])[CH3:15])=[O:21])=[O:21])([CH3:18])[CH3:17]. (6) Given the product [CH2:32]([O:31][CH:22]([O:21][CH2:19][CH3:20])[C:23]1[CH:24]=[C:25]([CH:37]2[C:34](=[O:35])[C:41]3[C:40]([C:39]([O:43][CH3:44])=[O:42])=[CH:15][CH:16]=[CH:17][C:9]=3[NH:8][CH:1]2[C:2]2[CH:3]=[CH:4][CH:5]=[CH:6][CH:7]=2)[CH:26]=[CH:29][CH:30]=1)[CH3:33], predict the reactants needed to synthesize it. The reactants are: [CH:1](=[N:8]/[C:9]1[CH:17]=[CH:16][CH:15]=C2C=1COC2=O)\[C:2]1[CH:7]=[CH:6][CH:5]=[CH:4][CH:3]=1.[CH2:19]([O:21][CH:22]([O:31][CH2:32][CH3:33])[C:23]1[CH:30]=[CH:29][C:26](C=O)=[CH:25][CH:24]=1)[CH3:20].[CH3:34][O-:35].[Na+].[CH3:37]O.[C:39]([O:43][CH2:44]C)(=[O:42])[CH2:40][CH3:41].